From a dataset of Catalyst prediction with 721,799 reactions and 888 catalyst types from USPTO. Predict which catalyst facilitates the given reaction. (1) Reactant: [Cl:1][C:2]1[CH:11]=[C:10]2[C:5]([CH2:6][CH:7]([CH2:12][CH:13]([CH3:15])[CH3:14])[N:8]=[CH:9]2)=[CH:4][C:3]=1[O:16][CH2:17][CH2:18][O:19][CH3:20].C(O[CH:24]=[C:25]([C:31](=[O:33])[CH3:32])[C:26]([O:28][CH2:29][CH3:30])=[O:27])C. Product: [Cl:1][C:2]1[C:3]([O:16][CH2:17][CH2:18][O:19][CH3:20])=[CH:4][C:5]2[CH2:6][CH:7]([CH2:12][CH:13]([CH3:15])[CH3:14])[N:8]3[CH:9]([CH2:32][C:31](=[O:33])[C:25]([C:26]([O:28][CH2:29][CH3:30])=[O:27])=[CH:24]3)[C:10]=2[CH:11]=1. The catalyst class is: 14. (2) Reactant: [C:1]1([C:7]2[N:16]=[CH:15][C:14]3[CH2:13][CH2:12][CH2:11][C:10](=O)[C:9]=3[N:8]=2)[CH:6]=[CH:5][CH:4]=[CH:3][CH:2]=1.[CH3:18][O:19]/[N:20]=[C:21](/[C:23]1[CH:28]=[CH:27][CH:26]=[C:25]([CH2:29][CH2:30][CH2:31][O:32][NH2:33])[N:24]=1)\[CH3:22]. Product: [CH3:18][O:19]/[N:20]=[C:21](/[C:23]1[N:24]=[C:25]([CH2:29][CH2:30][CH2:31][O:32][N:33]=[C:10]2[C:9]3[N:8]=[C:7]([C:1]4[CH:6]=[CH:5][CH:4]=[CH:3][CH:2]=4)[N:16]=[CH:15][C:14]=3[CH2:13][CH2:12][CH2:11]2)[CH:26]=[CH:27][CH:28]=1)\[CH3:22]. The catalyst class is: 5. (3) Reactant: C([N:9]=[C:10]=[S:11])(=O)C1C=CC=CC=1.[NH2:12][CH2:13][CH2:14][CH2:15][CH2:16][CH2:17][NH:18][C:19](=[O:30])[CH2:20][O:21][CH2:22][C:23]1[CH:28]=[CH:27][C:26]([F:29])=[CH:25][CH:24]=1. Product: [F:29][C:26]1[CH:27]=[CH:28][C:23]([CH2:22][O:21][CH2:20][C:19]([NH:18][CH2:17][CH2:16][CH2:15][CH2:14][CH2:13][NH:12][C:10]([NH2:9])=[S:11])=[O:30])=[CH:24][CH:25]=1. The catalyst class is: 2. (4) Reactant: [CH3:1][O:2][C:3]1[CH:8]=[CH:7][CH:6]=[CH:5][C:4]=1[C:9]1[NH:10][C:11]2[C:16]([CH:17]=1)=[CH:15][C:14]([CH:18]1[CH2:23][CH2:22][N:21]([CH2:24][CH2:25][CH2:26][NH:27][C:28](=O)OC(C)(C)C)[CH2:20][CH2:19]1)=[CH:13][CH:12]=2.[H-].[Al+3].[Li+].[H-].[H-].[H-].O.[OH-].[Na+]. Product: [CH3:1][O:2][C:3]1[CH:8]=[CH:7][CH:6]=[CH:5][C:4]=1[C:9]1[NH:10][C:11]2[C:16]([CH:17]=1)=[CH:15][C:14]([CH:18]1[CH2:23][CH2:22][N:21]([CH2:24][CH2:25][CH2:26][NH:27][CH3:28])[CH2:20][CH2:19]1)=[CH:13][CH:12]=2. The catalyst class is: 1. (5) Reactant: C(=O)([O-])[O-].[K+].[K+].Br[CH2:8][C:9]([O:11][CH2:12][CH3:13])=[O:10].C(#N)C.[OH:17][C:18]1[CH:26]=[CH:25][C:21]([C:22]([NH2:24])=[O:23])=[CH:20][CH:19]=1. Product: [NH2:24][C:22]([C:21]1[CH:25]=[CH:26][C:18]([O:17][CH2:8][C:9]([O:11][CH2:12][CH3:13])=[O:10])=[CH:19][CH:20]=1)=[O:23]. The catalyst class is: 6.